From a dataset of Catalyst prediction with 721,799 reactions and 888 catalyst types from USPTO. Predict which catalyst facilitates the given reaction. (1) Reactant: [CH3:1][O:2][CH2:3][C@H:4]([CH3:45])[O:5][C:6]1[CH:7]=[C:8]([CH:20]=[C:21]([C:23]2[NH:24][C:25]([C:28]3[O:29][C@@H:30]([CH2:33][O:34][Si](C(C)C)(C(C)C)C(C)C)[CH2:31][N:32]=3)=[CH:26][CH:27]=2)[CH:22]=1)[O:9][C:10]1[CH:15]=[N:14][C:13]([S:16]([CH3:19])(=[O:18])=[O:17])=[CH:12][N:11]=1.[F-].C([N+](CCCC)(CCCC)CCCC)CCC.O. Product: [CH3:1][O:2][CH2:3][C@H:4]([CH3:45])[O:5][C:6]1[CH:22]=[C:21]([C:23]2[NH:24][C:25]([C:28]3[O:29][C@@H:30]([CH2:33][OH:34])[CH2:31][N:32]=3)=[CH:26][CH:27]=2)[CH:20]=[C:8]([O:9][C:10]2[CH:15]=[N:14][C:13]([S:16]([CH3:19])(=[O:18])=[O:17])=[CH:12][N:11]=2)[CH:7]=1. The catalyst class is: 7. (2) Reactant: [C:1]([C:5]1[CH:6]=[C:7]([CH:12]=[C:13]([O:15][CH2:16][CH2:17][CH2:18][O:19][CH:20]2[CH2:25][CH2:24][CH2:23][CH2:22][O:21]2)[CH:14]=1)[C:8]([O:10]C)=[O:9])([CH3:4])([CH3:3])[CH3:2].[OH-].[Li+].C(Cl)Cl. Product: [C:1]([C:5]1[CH:6]=[C:7]([CH:12]=[C:13]([O:15][CH2:16][CH2:17][CH2:18][O:19][CH:20]2[CH2:25][CH2:24][CH2:23][CH2:22][O:21]2)[CH:14]=1)[C:8]([OH:10])=[O:9])([CH3:4])([CH3:2])[CH3:3]. The catalyst class is: 92. (3) Reactant: Cl.[CH3:2][N:3]([CH3:8])[CH2:4][C:5](Cl)=[O:6].[NH2:9][C:10]1[CH:15]=[C:14]([O:16][C:17]2[CH:18]=[CH:19][C:20]([NH:23][C:24]([NH:26][C:27](=[O:32])[C:28]([CH3:31])([CH3:30])[CH3:29])=[O:25])=[N:21][CH:22]=2)[CH:13]=[CH:12][N:11]=1.CCN(C(C)C)C(C)C.C([O-])([O-])=O.[K+].[K+]. Product: [CH3:2][N:3]([CH3:8])[CH2:4][C:5]([NH:9][C:10]1[CH:15]=[C:14]([O:16][C:17]2[CH:18]=[CH:19][C:20]([NH:23][C:24]([NH:26][C:27](=[O:32])[C:28]([CH3:30])([CH3:29])[CH3:31])=[O:25])=[N:21][CH:22]=2)[CH:13]=[CH:12][N:11]=1)=[O:6]. The catalyst class is: 76. (4) Reactant: [Cl:1][C:2]1[CH:3]=[C:4]([C:14]2[N:15]=[C:16]([CH:29]3[CH2:31][CH2:30]3)[S:17][C:18]=2[C:19]2[CH:24]=[CH:23][N:22]=[C:21](S(C)(=O)=O)[N:20]=2)[C:5]([F:13])=[C:6]([NH:8][S:9]([CH3:12])(=[O:11])=[O:10])[CH:7]=1.[NH2:32][CH2:33][C@@H:34]([NH:36][C:37](=[O:43])[O:38][C:39]([CH3:42])([CH3:41])[CH3:40])[CH3:35]. Product: [Cl:1][C:2]1[CH:7]=[C:6]([NH:8][S:9]([CH3:12])(=[O:10])=[O:11])[C:5]([F:13])=[C:4]([C:14]2[N:15]=[C:16]([CH:29]3[CH2:31][CH2:30]3)[S:17][C:18]=2[C:19]2[CH:24]=[CH:23][N:22]=[C:21]([NH:32][CH2:33][C@@H:34]([NH:36][C:37](=[O:43])[O:38][C:39]([CH3:42])([CH3:41])[CH3:40])[CH3:35])[N:20]=2)[CH:3]=1. The catalyst class is: 296. (5) Reactant: [H-].[Na+].[Br:3][C:4]1[CH:12]=[C:11]2[C:7]([CH:8]=[CH:9][NH:10]2)=[CH:6][CH:5]=1.[CH3:13]I. Product: [Br:3][C:4]1[CH:12]=[C:11]2[C:7]([CH:8]=[CH:9][N:10]2[CH3:13])=[CH:6][CH:5]=1. The catalyst class is: 7.